This data is from Forward reaction prediction with 1.9M reactions from USPTO patents (1976-2016). The task is: Predict the product of the given reaction. Given the reactants Br[C:2]1[N:7]=[CH:6][C:5]([C:8]([N:10]2[CH2:15][CH2:14][N:13]([C:16]3[C:21]([CH3:22])=[CH:20][C:19]([CH3:23])=[CH:18][N:17]=3)[CH2:12][CH2:11]2)=[O:9])=[CH:4][CH:3]=1.[CH:24]([CH:27]1[NH:31][C:30](=[O:32])[N:29]([CH3:33])[C:28]1=[O:34])([CH3:26])[CH3:25], predict the reaction product. The product is: [CH3:22][C:21]1[C:16]([N:13]2[CH2:14][CH2:15][N:10]([C:8]([C:5]3[CH:4]=[CH:3][C:2]([N:31]4[CH:27]([CH:24]([CH3:25])[CH3:26])[C:28](=[O:34])[N:29]([CH3:33])[C:30]4=[O:32])=[N:7][CH:6]=3)=[O:9])[CH2:11][CH2:12]2)=[N:17][CH:18]=[C:19]([CH3:23])[CH:20]=1.